Dataset: Experimentally validated miRNA-target interactions with 360,000+ pairs, plus equal number of negative samples. Task: Binary Classification. Given a miRNA mature sequence and a target amino acid sequence, predict their likelihood of interaction. (1) The miRNA is hsa-miR-340-5p with sequence UUAUAAAGCAAUGAGACUGAUU. The protein sequence of the target gene is MEEFDLVKTLHKTSSSVGSDENSLHSLGLNLNTDRSSPHLSTNGVSSFSGKTRPSVIQGTVEVLTSLMQELQNSGKTDSELWKNCETRWLQLFNLVEKQCQEQIVAQQEQFHNQIQHIQEEIKNLVKLQTSSASLASCEGNSSNKQVSSESQMGFFSLSSERNESVIHYPESTEPEIQQEMSTSQPDCNVDSCSVSSGYGTFCISELNLYKSKDPKEFMEHIDVPKGQYVAPAVPAESLVDGVKNENFYIQTPEECHVSLKEDVSISPGEFEHNFLGENKVSEVYSGKTNSNAITSWAQK.... Result: 1 (interaction). (2) The miRNA is hsa-miR-1265 with sequence CAGGAUGUGGUCAAGUGUUGUU. The protein sequence of the target gene is MPPRRSIVEVKVLDVQKRRVPNKHYVYIIRVTWSSGATEAIYRRYSKFFDLQMQMLDKFPMEGGQKDPKQRIIPFLPGKILFRRSHIRDVAVKRLIPIDEYCKALIQLPPYISQCDEVLQFFETRPEDLNPPKEEHIGKKKSGNDPTSVDPMVLEQYVVVADYQKQESSEISLSVGQVVDIIEKNESGWWFVSTAEEQGWVPATCLEGQDGVQDEFSLQPEEEEKYTVIYPYTARDQDEMNLERGAVVEVVQKNLEGWWKIRYQGKEGWAPASYLKKNSGEPLPPKLGPSSPAHSGALDL.... Result: 0 (no interaction). (3) The miRNA is mmu-miR-1191a with sequence CAGUCUUACUAUGUAGCCCUA. The protein sequence of the target gene is MRSTAVLALLLCAGQVFALPVNSPMTKGDTKVMKCVLEVISDSLSKPSPMPVSPECLETLQGDERILSILRHQNLLKELQDLALQGAKERAQQPLKQQQPPKQQQQQQQQQQQEQQHSSFEDELSEVFENQSPDAKHRDAAAEVPSRDTMEKRKDSDKGQQDGFEATTEGPRPQAFPEPNQESPMMGDSESPGEDTATNTQSPTSLPSQEHVDPQATGDSERGLSAQQQARKAKQEEKEEEEEEEAVAREKAGPEEVPTAASSSHFHAGYKAIQKDDGQSDSQAVDGDGKTEASEALPSE.... Result: 0 (no interaction). (4) The miRNA is hsa-miR-3664-5p with sequence AACUCUGUCUUCACUCAUGAGU. The protein sequence of the target gene is MFLKAGRGNKVPPVRVYGPDCVVLMEPPLSKRNPPALRLADLATAQVQPLQNMTGFPALAGPPAHSQLRAAVAHLRLRDLGADPGVATTPLGPEHMAQASTLGLSPPSQAFPAHPEAPAAAARAAALVAHPGAGSYPCGGGSSGAQPSAPPPPAPPLPPTPSPPPPPPPPPPPALSGYTTTNSGGGGSSGKGHSRDFVLRRDLSATAPAAAMHGAPLGGEQRSGTGSPQHPAPPPHSAGMFISASGTYAGPDGSGGPALFPALHDTPGAPGGHPHPLNGQMRLGLAAAAAAAAAELYGRA.... Result: 0 (no interaction). (5) The protein sequence of the target gene is MAAIYLSRGFFSREPICPFEEKTKVERMVEDYLASGYQDSVTFDDVAVDFTPEEWALLDTTEKYLYRDVMLENYMNLASVEWEIQPRTKRSSLQQGFLKNQIFSGIQMTRGYSGWKLCDCKNCGEVFREQFCLKTHMRVQNGGNTSEGNCYGKDTLSVHKEASTGQELSKFNPCGKVFTLTPGLAVHLEVLNARQPYKCKECGKGFKYFASLDNHMGIHTDEKLCEFQEYGRAVTASSHLKQCVAVHTGKKSKKTKKCGKSFTNFSQLYAPVKTHKGEKSFECKECGRSFRNSSCLNDHI.... The miRNA is hsa-miR-6769a-5p with sequence AGGUGGGUAUGGAGGAGCCCU. Result: 1 (interaction). (6) The miRNA is hsa-miR-1185-1-3p with sequence AUAUACAGGGGGAGACUCUUAU. The protein sequence of the target gene is MAASETVRLRLQFDYPPPATPHCTAFWLLVDLNRCRVVTDLISLIRQRFGFSSGAFLGLYLEGGLLPPAESARLVRDNDCLRVKLEERGVAENSVVISNGDINLSLRKAKKRAFQLEEGEETEPDCKYSKKHWKSRENNNNNEKVLDLEPKAVTDQTVSKKNKRKNKATCGTVGDDNEEAKRKSPKKKEKCEYKKKAKNPKSPKVQAVKDWANQRCSSPKGSARNSLVKAKRKGSVSVCSKESPSSSSESESCDESISDGPSKVTLEARNSSEKLPTELSKEEPSTKNTTADKLAIKLGF.... Result: 0 (no interaction). (7) The miRNA is mmu-miR-871-3p with sequence UGACUGGCACCAUUCUGGAUAAU. The protein sequence of the target gene is MRNPGGPGWASKRPLQKKQNTACLCAQQPARHFVPAPFNSSRQGKNTAQPTEPSLSSVIAPTLFCAFLYLACVTAELPEVSRRMATSGVRSKEGRREHAFVPEPFTGTNLAPSLWLHRFEVIDDLNHWDHATKLRFLKESLKGDALDVYNGLSSQAQGDFSFVKQALLRAFGAPGEAFSEPEEILFANSMGKGYYLKGKVGHVPVRFLVDSGAQVSVVHPALWEEVTDGDLDTLRPFNNVVKVANGAEMKILGVWDTEISLGKTKLKAEFLVANASAEEAIIGTDVLQDHNAVLDFEHRT.... Result: 1 (interaction). (8) The miRNA is hsa-miR-20a-5p with sequence UAAAGUGCUUAUAGUGCAGGUAG. The protein sequence of the target gene is MTALPGPLWLLGLALCALGGGGPGLRPPPGCPQRRLGARERRDVQREILAVLGLPGRPRPRAPPAASRLPASAPLFMLDLYHAMAGDDDEDGAPAERRLGRADLVMSFVNMVERDRALGHQEPHWKEFRFDLTQIPAGEAVTAAEFRIYKVPSIHLLNRTLHVSMFQVVQEQSNRESDLFFLDLQTLRAGDEGWLVLDVTAASDCWLLKRHKDLGLRLYVETEDGHSVDPGLAGLLGQRAPRSQQPFVVTFFRASPSPIRTPRAVRPLRRRQPKKSNELPQANRLPGIFDDVHGSHGRQV.... Result: 1 (interaction).